Dataset: HIV replication inhibition screening data with 41,000+ compounds from the AIDS Antiviral Screen. Task: Binary Classification. Given a drug SMILES string, predict its activity (active/inactive) in a high-throughput screening assay against a specified biological target. (1) The molecule is COc1cc(C2SCC(=O)N2NC(=O)c2ccc(NC(C)=O)cc2)cc(OC)c1OC. The result is 0 (inactive). (2) The drug is C=C(CC(NC(=O)c1ccc(C(CC)Cc2cnc3nc(N)nc(N)c3n2)cc1)C(=O)O)C(=O)O. The result is 0 (inactive).